Task: Binary Classification. Given a drug SMILES string, predict its activity (active/inactive) in a high-throughput screening assay against a specified biological target.. Dataset: HIV replication inhibition screening data with 41,000+ compounds from the AIDS Antiviral Screen (1) The compound is Cc1ccc2c(n1)C(N1CCC(C)CC1)=CC(=O)C2=O. The result is 0 (inactive). (2) The drug is Br.C(=Cc1ccc(-c2cn3cc(C=CC=NNC4=NCCCN4)ccc3n2)cc1)C=NNC1=NCCCN1. The result is 0 (inactive). (3) The result is 0 (inactive). The compound is CC1(C)N=c2nc[nH]c2=C(C(N)=O)N1. (4) The compound is Cc1cc(O)ccc1C1(c2ccc(O)cc2C)OS(=O)(=O)c2ccccc21. The result is 0 (inactive). (5) The molecule is O=C1CC2(CCN(Cc3ccccc3)CC2)C(=O)N1N1CCCCC1. The result is 0 (inactive). (6) The molecule is CCC(=NO)C(C)C(=O)CCC(=O)Nc1ccc(Cl)cc1. The result is 0 (inactive).